From a dataset of Full USPTO retrosynthesis dataset with 1.9M reactions from patents (1976-2016). Predict the reactants needed to synthesize the given product. (1) Given the product [C:1]([O:5][C:6]([N:8]1[CH2:12][CH:11]2[CH2:10][CH:9]1[CH:14]([CH3:15])[N:20]2[CH:17]([CH3:19])[CH3:18])=[O:7])([CH3:4])([CH3:3])[CH3:2], predict the reactants needed to synthesize it. The reactants are: [C:1]([O:5][C:6]([N:8]1[CH2:12][C@H:11](O)[CH2:10][C@H:9]1[CH:14](O)[CH3:15])=[O:7])([CH3:4])([CH3:3])[CH3:2].[CH:17]([NH2:20])([CH3:19])[CH3:18]. (2) Given the product [Cl:1][C:2]1[CH:7]=[CH:6][CH:5]=[CH:4][C:3]=1[C:8]1[CH:13]=[CH:12][N:11]=[CH:10][C:9]=1[N:14]([CH2:31][C:32](=[O:35])[N:33]([CH3:36])[CH3:34])[C:15](=[O:30])[C:16]1[CH:17]=[C:18]([C:26]([F:27])([F:28])[F:29])[CH:19]=[C:20]([C:22]([F:25])([F:23])[F:24])[CH:21]=1, predict the reactants needed to synthesize it. The reactants are: [Cl:1][C:2]1[CH:7]=[CH:6][CH:5]=[CH:4][C:3]=1[C:8]1[CH:13]=[CH:12][N:11]=[CH:10][C:9]=1[N:14]([CH2:31][C:32](=[O:35])[NH:33][CH3:34])[C:15](=[O:30])[C:16]1[CH:21]=[C:20]([C:22]([F:25])([F:24])[F:23])[CH:19]=[C:18]([C:26]([F:29])([F:28])[F:27])[CH:17]=1.[CH3:36]N(C(ON1N=NC2C=CC=NC1=2)=[N+](C)C)C.F[P-](F)(F)(F)(F)F.Cl.C(NCC)C.CCN(C(C)C)C(C)C.[NH4+].[Cl-]. (3) Given the product [OH:2][C:3]1[CH:4]=[CH:5][C:6]([P:9](=[O:36])([C:30]2[CH:31]=[CH:32][CH:33]=[CH:34][CH:35]=2)[C:10]2[C:27]3=[C:28]4[C:17]([C:18]5[C:29]6[C:22](=[CH:23][CH:24]=[CH:25][C:26]3=6)[CH:21]=[CH:20][CH:19]=5)=[CH:16][CH:15]=[CH:14][C:13]4=[CH:12][CH:11]=2)=[CH:7][CH:8]=1, predict the reactants needed to synthesize it. The reactants are: C[O:2][C:3]1[CH:8]=[CH:7][C:6]([P:9](=[O:36])([C:30]2[CH:35]=[CH:34][CH:33]=[CH:32][CH:31]=2)[C:10]2[C:27]3=[C:28]4[C:17]([C:18]5[C:29]6[C:22](=[CH:23][CH:24]=[CH:25][C:26]3=6)[CH:21]=[CH:20][CH:19]=5)=[CH:16][CH:15]=[CH:14][C:13]4=[CH:12][CH:11]=2)=[CH:5][CH:4]=1.[Br-].[Br-].[Br-].B.O. (4) Given the product [Cl:6][C:7]1[CH:8]=[C:9]([CH:29]=[CH:30][C:31]=1[Cl:32])[CH2:10][N:11]1[CH2:4][CH2:3][CH2:2][N:14]([C:15]2[CH:20]=[CH:19][C:18]([N:21]3[CH:25]=[C:24]([CH3:26])[N:23]=[CH:22]3)=[C:17]([O:27][CH3:28])[CH:16]=2)[C:12]1=[O:13], predict the reactants needed to synthesize it. The reactants are: Br[CH2:2][CH2:3][CH2:4]Br.[Cl:6][C:7]1[CH:8]=[C:9]([CH:29]=[CH:30][C:31]=1[Cl:32])[CH2:10][NH:11][C:12]([NH:14][C:15]1[CH:20]=[CH:19][C:18]([N:21]2[CH:25]=[C:24]([CH3:26])[N:23]=[CH:22]2)=[C:17]([O:27][CH3:28])[CH:16]=1)=[O:13].O.C(OCC)(=O)C.